Dataset: Full USPTO retrosynthesis dataset with 1.9M reactions from patents (1976-2016). Task: Predict the reactants needed to synthesize the given product. (1) Given the product [Cl:23][C:24]1[N:25]=[N:26][C:27]([N:18]2[CH:17]=[CH:16][C:15]([CH:13]([C:11]3[CH:10]=[CH:9][C:8]4[N:4]([CH2:3][O:2][CH3:1])[C:5](=[O:20])[S:6][C:7]=4[CH:12]=3)[CH3:14])=[N:19]2)=[CH:28][CH:29]=1, predict the reactants needed to synthesize it. The reactants are: [CH3:1][O:2][CH2:3][N:4]1[C:8]2[CH:9]=[CH:10][C:11]([CH:13]([C:15]3[NH:19][N:18]=[CH:17][CH:16]=3)[CH3:14])=[CH:12][C:7]=2[S:6][C:5]1=[O:20].[H-].[Na+].[Cl:23][C:24]1[N:25]=[N:26][C:27](Cl)=[CH:28][CH:29]=1. (2) Given the product [NH2:41][CH2:40][CH2:39][NH:42][C:1]([CH2:4][CH2:5][CH2:6][C:7]1[C:8](=[O:19])[C:9]2[C:14]([C:15](=[O:18])[C:16]=1[CH3:17])=[CH:13][CH:12]=[CH:11][CH:10]=2)=[O:3], predict the reactants needed to synthesize it. The reactants are: [C:1]([CH2:4][CH2:5][CH2:6][C:7]1[C:8](=[O:19])[C:9]2[C:14]([C:15](=[O:18])[C:16]=1[CH3:17])=[CH:13][CH:12]=[CH:11][CH:10]=2)([OH:3])=O.ON1C(=O)CCC1=O.CCN=C=NCCCN(C)C.[CH2:39]([NH2:42])[CH2:40][NH2:41]. (3) Given the product [ClH:29].[ClH:29].[Cl:29][C:30]1[CH:31]=[C:32]([CH:35]=[CH:36][C:37]=1[Cl:38])[CH:33]=[CH:9][C:10]1=[N:16][CH2:15][CH2:14][N:13]([CH3:17])[C:12]2[CH:18]=[C:19]([C:22]3[CH:26]=[CH:25][S:24][CH:23]=3)[CH:20]=[CH:21][C:11]1=2, predict the reactants needed to synthesize it. The reactants are: C(OP([CH:9]=[C:10]1[NH:16][CH2:15][CH2:14][N:13]([CH3:17])[C:12]2[CH:18]=[C:19]([C:22]3[CH:26]=[CH:25][S:24][CH:23]=3)[CH:20]=[CH:21][C:11]1=2)(=O)OCC)C.[H-].[Na+].[Cl:29][C:30]1[CH:31]=[C:32]([CH:35]=[CH:36][C:37]=1[Cl:38])[CH:33]=O. (4) Given the product [ClH:29].[CH2:1]([O:8][C:9]1[CH:14]=[CH:13][N:12]([C:15]2[CH:20]=[CH:19][C:18]3[C:21]4[CH2:26][CH2:25][NH:24][CH2:23][C:22]=4[O:27][C:17]=3[CH:16]=2)[C:11](=[O:28])[CH:10]=1)[C:2]1[CH:3]=[CH:4][CH:5]=[CH:6][CH:7]=1, predict the reactants needed to synthesize it. The reactants are: [CH2:1]([O:8][C:9]1[CH:14]=[CH:13][N:12]([C:15]2[CH:20]=[CH:19][C:18]3[C:21]4[CH2:26][CH2:25][NH:24][CH2:23][C:22]=4[O:27][C:17]=3[CH:16]=2)[C:11](=[O:28])[CH:10]=1)[C:2]1[CH:7]=[CH:6][CH:5]=[CH:4][CH:3]=1.[ClH:29].CCOCC. (5) Given the product [CH3:1][C:2]1[CH:7]=[CH:6][N:5]([C:8]2[CH:9]=[CH:10][C:11]([N:14]3[CH2:15][CH2:16][N:17]([CH2:22][CH2:23][CH2:24][CH2:25][CH2:26][C:27]4[C:35]5[C:30](=[CH:31][CH:32]=[C:33]([C:36]#[N:37])[CH:34]=5)[NH:29][CH:28]=4)[CH2:18][CH2:19]3)=[CH:12][CH:13]=2)[C:4](=[O:20])[CH:3]=1, predict the reactants needed to synthesize it. The reactants are: [CH3:1][C:2]1[CH:7]=[CH:6][N:5]([C:8]2[CH:13]=[CH:12][C:11]([N:14]3[CH2:19][CH2:18][NH:17][CH2:16][CH2:15]3)=[CH:10][CH:9]=2)[C:4](=[O:20])[CH:3]=1.Cl[CH2:22][CH2:23][CH2:24][CH2:25][CH2:26][C:27]1[C:35]2[C:30](=[CH:31][CH:32]=[C:33]([C:36]#[N:37])[CH:34]=2)[NH:29][CH:28]=1.C(=O)([O-])[O-].[K+].[K+].[I-].[K+]. (6) Given the product [CH3:20][C:21]1([CH3:27])[CH2:26][CH2:25][N:24]([CH:17]=[O:18])[CH2:23][CH2:22]1, predict the reactants needed to synthesize it. The reactants are: ClC1C=CC=CC=1S(N1CCCC([C:17](O)=[O:18])C1)(=O)=O.[CH3:20][C:21]1([CH3:27])[CH2:26][CH2:25][NH:24][CH2:23][CH2:22]1.CC1(C)CC(=O)NC(=O)C1.[H-].[Al+3].[Li+].[H-].[H-].[H-].